This data is from Forward reaction prediction with 1.9M reactions from USPTO patents (1976-2016). The task is: Predict the product of the given reaction. (1) Given the reactants Cl.[CH3:2][N:3]([CH3:19])[C:4]([C:6]1([C:12]2[CH:17]=[CH:16][C:15]([Cl:18])=[CH:14][CH:13]=2)[CH2:11][CH2:10][NH:9][CH2:8][CH2:7]1)=[O:5].[O:20]=[C:21]1[CH2:30][CH2:29][C:28]2[C:23](=[CH:24][CH:25]=[CH:26][CH:27]=2)[N:22]1[CH2:31][CH:32]=O, predict the reaction product. The product is: [CH3:2][N:3]([CH3:19])[C:4]([C:6]1([C:12]2[CH:13]=[CH:14][C:15]([Cl:18])=[CH:16][CH:17]=2)[CH2:7][CH2:8][N:9]([CH2:32][CH2:31][N:22]2[C:23]3[C:28](=[CH:27][CH:26]=[CH:25][CH:24]=3)[CH2:29][CH2:30][C:21]2=[O:20])[CH2:10][CH2:11]1)=[O:5]. (2) Given the reactants [I:1]Cl.[N+:3]([C:6]1[CH:12]=[CH:11][CH:10]=[CH:9][C:7]=1[NH2:8])([O-:5])=[O:4], predict the reaction product. The product is: [N+:3]([C:6]1[CH:12]=[C:11]([I:1])[CH:10]=[CH:9][C:7]=1[NH2:8])([O-:5])=[O:4]. (3) Given the reactants Cl[CH2:2][CH2:3][O:4][C:5]1[CH:6]=[C:7]([C:12]2[N:16]([C:17]3[CH:22]=[CH:21][C:20]([F:23])=[C:19]([Cl:24])[CH:18]=3)[N:15]=[C:14]([C:25]([N:27]3[CH2:31][C:30](=[O:32])[NH:29][CH2:28]3)=[O:26])[CH:13]=2)[CH:8]=[C:9]([F:11])[CH:10]=1.[NH:33]1[CH2:37][CH2:36][CH2:35][CH2:34]1.C(O)=O.ClC1C=C(N2C(C3C=CC=C(OCCCN(C)C)C=3)=CC(C(N3CC(=O)NC3)=O)=N2)C=CC=1, predict the reaction product. The product is: [Cl:24][C:19]1[CH:18]=[C:17]([N:16]2[C:12]([C:7]3[CH:6]=[C:5]([O:4][CH2:3][CH2:2][N:33]4[CH2:37][CH2:36][CH2:35][CH2:34]4)[CH:10]=[C:9]([F:11])[CH:8]=3)=[CH:13][C:14]([C:25]([N:27]3[CH2:31][C:30](=[O:32])[NH:29][CH2:28]3)=[O:26])=[N:15]2)[CH:22]=[CH:21][C:20]=1[F:23]. (4) The product is: [NH2:16][C:11]1[CH:12]=[CH:13][CH:14]=[C:15]2[C:10]=1[C:9](=[O:19])[C:8]1([NH:20][C:21](=[O:29])[C:22]3[CH:27]=[C:26]([CH3:28])[CH:25]=[N:24][CH:23]=3)[C:7]3[CH:30]=[CH:31][C:32]([CH:34]([CH3:36])[CH3:35])=[CH:33][C:6]=3[O:5][C:4]12[OH:3]. Given the reactants Cl.O.[OH:3][C:4]12[C:15]3[C:10](=[C:11]([N+:16]([O-])=O)[CH:12]=[CH:13][CH:14]=3)[C:9](=[O:19])[C:8]1([NH:20][C:21](=[O:29])[C:22]1[CH:27]=[C:26]([CH3:28])[CH:25]=[N:24][CH:23]=1)[C:7]1[CH:30]=[CH:31][C:32]([CH:34]([CH3:36])[CH3:35])=[CH:33][C:6]=1[O:5]2, predict the reaction product.